The task is: Predict which catalyst facilitates the given reaction.. This data is from Catalyst prediction with 721,799 reactions and 888 catalyst types from USPTO. (1) Reactant: [CH:1]([N-]C(C)C)([CH3:3])[CH3:2].[Li+].O1CCCC1.[C:14]([O:18][C:19]([N:21]1[CH2:26][CH2:25][CH:24]([C:27]#[N:28])[CH2:23][CH2:22]1)=[O:20])([CH3:17])([CH3:16])[CH3:15].C(Br)C=C.C(O)(=O)CC(CC(O)=O)(C(O)=O)O. Product: [C:14]([O:18][C:19]([N:21]1[CH2:26][CH2:25][C:24]([CH2:3][CH:1]=[CH2:2])([C:27]#[N:28])[CH2:23][CH2:22]1)=[O:20])([CH3:17])([CH3:15])[CH3:16]. The catalyst class is: 7. (2) Reactant: Cl[CH2:2][C:3]([N:5]([CH2:8][CH3:9])[CH2:6][CH3:7])=[O:4].[OH:10][C:11]1[CH:12]=[C:13]2[C:18](=[CH:19][C:20]=1[O:21][CH3:22])[N:17]=[CH:16][N:15]=[C:14]2[NH:23][C:24]1[CH:29]=[C:28]([NH:30][C:31]([C:33]2[CH:38]=[CH:37][N:36]=[C:35]([N:39]3[CH2:44][CH2:43][O:42][CH2:41][CH2:40]3)[CH:34]=2)=[O:32])[CH:27]=[CH:26][C:25]=1[CH3:45].C(=O)([O-])[O-].[Cs+].[Cs+]. Product: [CH2:6]([N:5]([CH2:8][CH3:9])[C:3]([CH2:2][O:10][C:11]1[CH:12]=[C:13]2[C:18](=[CH:19][C:20]=1[O:21][CH3:22])[N:17]=[CH:16][N:15]=[C:14]2[NH:23][C:24]1[CH:29]=[C:28]([NH:30][C:31]([C:33]2[CH:38]=[CH:37][N:36]=[C:35]([N:39]3[CH2:40][CH2:41][O:42][CH2:43][CH2:44]3)[CH:34]=2)=[O:32])[CH:27]=[CH:26][C:25]=1[CH3:45])=[O:4])[CH3:7]. The catalyst class is: 44. (3) Reactant: [F:1][C@H:2]1[CH2:19][C@@:17]2([CH3:18])[C@@H:13]([CH2:14][CH2:15][C:16]2=[O:20])[C@H:12]2[C@H:3]1[C:4]1[CH:5]=[CH:6][C:7](OC3CCCCO3)=[CH:8][C:9]=1[CH2:10][C@H:11]2[CH2:21][CH2:22][CH2:23][CH2:24][CH2:25][N:26]([CH2:28][CH2:29][CH2:30][O:31][Si](C(C)(C)C)(C)C)[CH3:27].[F-].C([N+](CCCC)(CCCC)CCCC)CCC. Product: [F:1][C@H:2]1[CH2:19][C@@:17]2([CH3:18])[C@@H:13]([CH2:14][CH2:15][C:16]2=[O:20])[C@H:12]2[C@H:3]1[C:4]1[CH:5]=[CH:6][CH:7]=[CH:8][C:9]=1[CH2:10][C@H:11]2[CH2:21][CH2:22][CH2:23][CH2:24][CH2:25][N:26]([CH2:28][CH2:29][CH2:30][OH:31])[CH3:27]. The catalyst class is: 54. (4) Reactant: [CH3:1][S:2]([NH:5][CH2:6][C:7]1[C:15]2[S:14](=[O:17])(=[O:16])[N:13]=[C:12]([CH2:18][C:19]([OH:21])=O)[NH:11][C:10]=2[S:9][CH:8]=1)(=[O:4])=[O:3].F[P-](F)(F)(F)(F)F.N1([O:38][C:39](N(C)C)=[N+](C)C)C2N=CC=CC=2N=N1.CN1CCOCC1.C(OC(=O)[CH:57]([CH3:68])[CH2:58][NH:59][CH2:60][C:61]1[CH:66]=[CH:65][C:64]([F:67])=[CH:63][CH:62]=1)C.[O-]CC.[Na+].C(O)C. Product: [F:67][C:64]1[CH:63]=[CH:62][C:61]([CH2:60][N:59]2[CH2:58][CH:57]([CH3:68])[C:19]([OH:21])=[C:18]([C:12]3[NH:11][C:10]4[S:9][CH:8]=[C:7]([CH2:6][NH:5][S:2]([CH3:1])(=[O:3])=[O:4])[C:15]=4[S:14](=[O:16])(=[O:17])[N:13]=3)[C:39]2=[O:38])=[CH:66][CH:65]=1. The catalyst class is: 9.